From a dataset of Forward reaction prediction with 1.9M reactions from USPTO patents (1976-2016). Predict the product of the given reaction. (1) Given the reactants [F:1][C:2]1[CH:3]=[C:4]([CH:31]=[CH:32][C:33]=1[F:34])[CH2:5][NH:6][C:7]([C:9]1[C:17]2[C:12](=[CH:13][C:14]([O:18][CH:19]([CH3:21])[CH3:20])=[CH:15][CH:16]=2)[N:11]([CH2:22][C:23]2[CH:28]=[CH:27][CH:26]=[CH:25][N:24]=2)[C:10]=1[CH:29]=O)=[O:8].[CH2:35]([NH2:38])[CH2:36][NH2:37].C1C(=O)N(Br)C(=O)C1, predict the reaction product. The product is: [F:1][C:2]1[CH:3]=[C:4]([CH:31]=[CH:32][C:33]=1[F:34])[CH2:5][NH:6][C:7]([C:9]1[C:17]2[C:12](=[CH:13][C:14]([O:18][CH:19]([CH3:20])[CH3:21])=[CH:15][CH:16]=2)[N:11]([CH2:22][C:23]2[CH:28]=[CH:27][CH:26]=[CH:25][N:24]=2)[C:10]=1[C:29]1[NH:37][CH2:36][CH2:35][N:38]=1)=[O:8]. (2) Given the reactants [CH3:1][N:2]1[CH:6]=[C:5]([S:7](=[O:16])(=[O:15])[NH:8][C@H:9]([CH3:14])[C:10]([F:13])([F:12])[F:11])[C:4]([CH3:17])=[C:3]1[C:18]([O:20]CC)=[O:19].[OH-].[Na+].O.Cl, predict the reaction product. The product is: [CH3:1][N:2]1[CH:6]=[C:5]([S:7](=[O:15])(=[O:16])[NH:8][C@H:9]([CH3:14])[C:10]([F:13])([F:11])[F:12])[C:4]([CH3:17])=[C:3]1[C:18]([OH:20])=[O:19]. (3) Given the reactants C(NC(C)C)(C)C.C([Li])CCC.[CH3:13][O:14][C:15](=[O:29])[CH2:16][C:17]1[CH:22]=[CH:21][C:20]([N:23]2[CH2:28][CH2:27][O:26][CH2:25][CH2:24]2)=[CH:19][CH:18]=1.I[CH2:31][CH:32]1[CH2:36][CH2:35][CH2:34][CH2:33]1, predict the reaction product. The product is: [CH3:13][O:14][C:15](=[O:29])[CH:16]([C:17]1[CH:18]=[CH:19][C:20]([N:23]2[CH2:28][CH2:27][O:26][CH2:25][CH2:24]2)=[CH:21][CH:22]=1)[CH2:31][CH:32]1[CH2:36][CH2:35][CH2:34][CH2:33]1. (4) Given the reactants [F:1][C:2]([F:24])([F:23])[C:3]1[CH:4]=[C:5]([C:13]2[N:17]=[CH:16][N:15](/[CH:18]=[CH:19]\[C:20]([OH:22])=O)[N:14]=2)[CH:6]=[C:7]([C:9]([F:12])([F:11])[F:10])[CH:8]=1.[N:25]1[CH:30]=[CH:29][N:28]=[CH:27][C:26]=1[CH2:31][C:32]([NH:34][NH2:35])=[O:33].C(P1(=O)OP(CCC)(=O)OP(CCC)(=O)O1)CC.CCN(C(C)C)C(C)C, predict the reaction product. The product is: [F:10][C:9]([F:11])([F:12])[C:7]1[CH:6]=[C:5]([C:13]2[N:17]=[CH:16][N:15](/[CH:18]=[CH:19]\[C:20]([N:34]([C:32](=[O:33])[CH2:31][C:26]3[CH:27]=[N:28][CH:29]=[CH:30][N:25]=3)[NH2:35])=[O:22])[N:14]=2)[CH:4]=[C:3]([C:2]([F:24])([F:1])[F:23])[CH:8]=1. (5) The product is: [CH3:1][O:2][C:3]([CH:5]1[CH2:8][N:7]([S:13]([CH2:16][CH2:17][CH3:18])(=[O:15])=[O:14])[CH2:6]1)=[O:4]. Given the reactants [CH3:1][O:2][C:3]([CH:5]1[CH2:8][NH:7][CH2:6]1)=[O:4].C1(N[S:13]([CH2:16][CH2:17][CH3:18])(=[O:15])=[O:14])CC1, predict the reaction product.